This data is from Full USPTO retrosynthesis dataset with 1.9M reactions from patents (1976-2016). The task is: Predict the reactants needed to synthesize the given product. (1) Given the product [NH2:21][C:18]1[S:19][CH:20]=[C:16]([CH2:15][O:1][N:2]2[C:10](=[O:11])[C:9]3[C:4](=[CH:5][CH:6]=[CH:7][CH:8]=3)[C:3]2=[O:12])[N:17]=1, predict the reactants needed to synthesize it. The reactants are: [OH:1][N:2]1[C:10](=[O:11])[C:9]2[C:4](=[CH:5][CH:6]=[CH:7][CH:8]=2)[C:3]1=[O:12].Cl.Cl[CH2:15][C:16]1[N:17]=[C:18]([NH2:21])[S:19][CH:20]=1.C(=O)([O-])[O-].[Cs+].[Cs+].[I-].[K+]. (2) Given the product [CH3:21][O:20][C:16]1[CH:17]=[C:18]2[C:13](=[CH:14][C:15]=1[O:22][CH3:23])[NH:12][C:11]([C:8]1[N:6]3[N:7]=[C:2]([NH:87][C:86]4[CH:88]=[CH:89][C:90]([O:91][CH3:92])=[C:84]([O:79][CH3:76])[CH:85]=4)[CH:3]=[CH:4][C:5]3=[N:10][CH:9]=1)=[CH:19]2, predict the reactants needed to synthesize it. The reactants are: Cl[C:2]1[CH:3]=[CH:4][C:5]2[N:6]([C:8]([C:11]3[N:12](S(C4C=CC(C)=CC=4)(=O)=O)[C:13]4[C:18]([CH:19]=3)=[CH:17][C:16]([O:20][CH3:21])=[C:15]([O:22][CH3:23])[CH:14]=4)=[CH:9][N:10]=2)[N:7]=1.CC1(C)C2C(=C(P(C3C=CC=CC=3)C3C=CC=CC=3)C=CC=2)OC2C(P(C3C=CC=CC=3)C3C=CC=CC=3)=CC=CC1=2.[C:76](=[O:79])([O-])[O-].[K+].[K+].CO[C:84]1[CH:85]=[C:86]([CH:88]=[CH:89][C:90]=1[O:91][CH3:92])[NH2:87]. (3) Given the product [CH3:14][O:13][C:3]1([O:2][CH3:1])[CH2:4][C:5]([CH2:7][OH:8])([CH:11]=[CH2:12])[CH2:6]1, predict the reactants needed to synthesize it. The reactants are: [CH3:1][O:2][C:3]1([O:13][CH3:14])[CH2:6][C:5]([CH:11]=[CH2:12])([C:7](OC)=[O:8])[CH2:4]1.CC(C[AlH]CC(C)C)C.CO. (4) Given the product [CH3:1][O:2][C:3](=[O:22])[C@@H:4]([NH:13][C:14]([O:16][CH:17]1[CH2:21][CH2:20][CH2:19][CH2:18]1)=[O:15])[CH2:5][CH2:6][CH2:7][CH2:8][CH2:9][CH2:10][CH2:11][N:23]=[N+:24]=[N-:25], predict the reactants needed to synthesize it. The reactants are: [CH3:1][O:2][C:3](=[O:22])[C@@H:4]([NH:13][C:14]([O:16][CH:17]1[CH2:21][CH2:20][CH2:19][CH2:18]1)=[O:15])[CH2:5][CH2:6][CH2:7][CH2:8][CH2:9][CH2:10][CH2:11]Br.[N-:23]=[N+:24]=[N-:25].[Na+]. (5) Given the product [CH2:24]=[C:8]1[CH2:6][CH2:7][CH:14]([C:13]([O:17][C:18]([CH3:21])([CH3:20])[CH3:19])=[O:16])[CH2:15]1, predict the reactants needed to synthesize it. The reactants are: C(OC[C:6]([CH2:8][Si](C)(C)C)=[CH2:7])(=O)C.[C:13]([O:17][C:18]([CH3:21])([CH3:20])[CH3:19])(=[O:16])[CH:14]=[CH2:15].P(OC(C)C)(OC(C)C)O[CH:24](C)C. (6) The reactants are: [Cl:1][S:2]([OH:5])(=O)=[O:3].[CH3:6][C:7]1[S:8][C:9]2[CH:15]=[CH:14][CH:13]=[CH:12][C:10]=2[N:11]=1. Given the product [CH3:6][C:7]1[S:8][C:9]2[CH:15]=[C:14]([S:2]([Cl:1])(=[O:5])=[O:3])[CH:13]=[CH:12][C:10]=2[N:11]=1, predict the reactants needed to synthesize it.